Dataset: Reaction yield outcomes from USPTO patents with 853,638 reactions. Task: Predict the reaction yield, written as a fraction of the theoretical maximum amount of product (1.0 means a 100% yield; for example, 0.34 means a 34% yield). (1) The reactants are CC1C(=[O:8])[C@@H](O)CC(C)(C)C=1/C=C/C(/C)=C/C=C/C(/C)=C/C=C/C=C(\C)/C=C/C=C(\C)/C=C/C1C(C)(C)C[C@H](O)C(=O)C=1C.CCN(C(C)C)C(C)C.Cl[C:55]([O:57]C(Cl)C(Cl)(Cl)Cl)=[O:56].[CH2:64]([OH:75])[C@H:65]([C@H:67]([C@@H:69]([C@@H:71]([CH2:73][OH:74])[OH:72])[OH:70])[OH:68])[OH:66]. The catalyst is C(Cl)Cl.CN(C1C=CN=CC=1)C.CN(C=O)C. The product is [C:55](=[O:56])([OH:8])[OH:57].[CH2:73]([OH:74])[C@H:71]([C@H:69]([C@@H:67]([C@@H:65]([CH2:64][OH:75])[OH:66])[OH:68])[OH:70])[OH:72]. The yield is 0.102. (2) The product is [O:1]=[C:2]1[CH2:7][CH2:6][C@@H:5]([C:8]([O:10][CH3:11])=[O:9])[C@@H:4]([CH:12]([CH3:14])[CH3:13])[CH2:3]1. The reactants are [O:1]=[C:2]1[CH2:7][CH2:6][CH:5]([C:8]([O:10][CH3:11])=[O:9])[C:4]([CH:12]([CH3:14])[CH3:13])=[CH:3]1.[H][H]. The catalyst is CO.[Pd]. The yield is 0.510. (3) The reactants are BrC1C=C(N(C)C(N2C3N=C(N4CCOCC4)N=C(C4C=NC(N(CC5C=CC(OC)=CC=5)CC5C=CC(OC)=CC=5)=NC=4)C=3CC2)=O)C=CC=1.C(N1CCNCC1)(OC(C)(C)C)=O.C(OC([N:72]1[CH2:77][CH2:76][N:75]([C:78]2[CH:83]=[CH:82][CH:81]=[C:80]([N:84]([C:86]([N:88]3[C:92]4[N:93]=[C:94]([N:122]5[CH2:127][CH2:126][O:125][CH2:124][CH2:123]5)[N:95]=[C:96]([C:97]5[CH:98]=[N:99][C:100]([N:103](CC6C=CC(OC)=CC=6)CC6C=CC(OC)=CC=6)=[N:101][CH:102]=5)[C:91]=4[CH2:90][CH2:89]3)=[O:87])[CH3:85])[CH:79]=2)[CH2:74][CH2:73]1)=O)(C)(C)C. No catalyst specified. The product is [CH3:85][N:84]([C:80]1[CH:81]=[CH:82][CH:83]=[C:78]([N:75]2[CH2:74][CH2:73][NH:72][CH2:77][CH2:76]2)[CH:79]=1)[C:86]([N:88]1[C:92]2[N:93]=[C:94]([N:122]3[CH2:127][CH2:126][O:125][CH2:124][CH2:123]3)[N:95]=[C:96]([C:97]3[CH:98]=[N:99][C:100]([NH2:103])=[N:101][CH:102]=3)[C:91]=2[CH2:90][CH2:89]1)=[O:87]. The yield is 0.780. (4) No catalyst specified. The reactants are [F:1][C:2]1[CH:3]=[CH:4][C:5]([SH:11])=[C:6]([CH:10]=1)[C:7]([OH:9])=[O:8].[SH:12][C:13]1C=C[CH:19]=[CH:18][C:14]=1[C:15]([OH:17])=[O:16].BrC1C(C(O)=O)=CSC=1. The yield is 0.900. The product is [C:7]([C:6]1[CH:10]=[C:2]([F:1])[CH:3]=[CH:4][C:5]=1[S:11][C:18]1[C:14]([C:15]([OH:17])=[O:16])=[CH:13][S:12][CH:19]=1)([OH:9])=[O:8]. (5) The reactants are [C:1]([NH:5][CH3:6])([CH3:4])([CH3:3])[CH3:2].Cl[O-].[Na+].[S:10]1[C:14]2[CH:15]=[CH:16][CH:17]=[CH:18][C:13]=2[N:12]=[C:11]1[S:19][S:19][C:11]1[S:10][C:14]2[CH:15]=[CH:16][CH:17]=[CH:18][C:13]=2[N:12]=1.[OH-].[Na+]. The catalyst is CO. The product is [CH3:6][N:5]([C:1]([CH3:4])([CH3:3])[CH3:2])[S:19][C:11]1[S:10][C:14]2[CH:15]=[CH:16][CH:17]=[CH:18][C:13]=2[N:12]=1. The yield is 0.820. (6) The reactants are C(N(CC)C(C)C)(C)C.[CH2:10]([O:12][C:13](=[O:17])[CH2:14][N+:15]#[C-:16])C.[Si]([O:25][C:26]1[CH:31]=[C:30]([O:32][Si](C(C)(C)C)(C)C)[CH:29]=[CH:28][C:27]=1[C@H:40]1[CH2:45][CH2:44][C@H:43]([OH:46])[CH2:42][CH2:41]1)(C(C)(C)C)(C)C.CN(C)C=[O:50]. No catalyst specified. The product is [OH:25][C:26]1[CH:31]=[C:30]([OH:32])[CH:29]=[CH:28][C:27]=1[C@H:40]1[CH2:45][CH2:44][C@H:43]([O:46][C:16]([NH:15][CH2:14][C:13]([O:12][CH3:10])=[O:17])=[O:50])[CH2:42][CH2:41]1. The yield is 0.370. (7) The reactants are [OH:1][C:2]1[CH:18]=[CH:17][C:5]([C:6]2[O:7][C:8]3[C:13]([C:14](=[O:16])[CH:15]=2)=[CH:12][CH:11]=[CH:10][CH:9]=3)=[CH:4][CH:3]=1.[CH:19]1C=CC(P(C2C=CC=CC=2)C2C=CC=CC=2)=CC=1.CC(OC(/N=[N:45]/[C:46](OC(C)C)=O)=O)C.[CH2:52]1[CH2:56][O:55][CH2:54][CH2:53]1. No catalyst specified. The product is [CH3:19][N:45]([CH3:46])[CH2:53][CH2:54][O:55][CH2:56][CH2:52][O:1][C:2]1[CH:3]=[CH:4][C:5]([C:6]2[O:7][C:8]3[C:13]([C:14](=[O:16])[CH:15]=2)=[CH:12][CH:11]=[CH:10][CH:9]=3)=[CH:17][CH:18]=1. The yield is 0.0900.